From a dataset of Forward reaction prediction with 1.9M reactions from USPTO patents (1976-2016). Predict the product of the given reaction. Given the reactants [OH:1][C:2]1[C:3]([N+:17]([O-:19])=[O:18])=[C:4]2[C:8](=[C:9]([N+:13]([O-:15])=[O:14])[C:10]=1[O:11]C)[C:7](=[O:16])[O:6][CH2:5]2.[Cl-].[Al+3].[Cl-].[Cl-].N1C=CC=CC=1, predict the reaction product. The product is: [OH:1][C:2]1[C:3]([N+:17]([O-:19])=[O:18])=[C:4]2[C:8](=[C:9]([N+:13]([O-:15])=[O:14])[C:10]=1[OH:11])[C:7](=[O:16])[O:6][CH2:5]2.